Dataset: Forward reaction prediction with 1.9M reactions from USPTO patents (1976-2016). Task: Predict the product of the given reaction. (1) Given the reactants [F:1][C:2]1[C:7]([CH2:8]O)=[C:6]([O:10][CH3:11])[CH:5]=[CH:4][N:3]=1.S(Cl)([Cl:14])=O, predict the reaction product. The product is: [Cl:14][CH2:8][C:7]1[C:2]([F:1])=[N:3][CH:4]=[CH:5][C:6]=1[O:10][CH3:11]. (2) Given the reactants [Cl:1][C:2]1[CH:10]=[C:9]2[C:5]([C:6]([C:15]([N:17]3[CH2:22][CH2:21][N:20]([C:23]4[CH:28]=[CH:27][CH:26]=[CH:25][C:24]=4[F:29])[CH2:19][CH2:18]3)=[O:16])=[CH:7][N:8]2[CH2:11][C:12]([OH:14])=O)=[CH:4][CH:3]=1.C(O[C:35](=O)[N:36]([CH2:38][CH2:39][NH2:40])C)(C)(C)C.Cl, predict the reaction product. The product is: [Cl:1][C:2]1[CH:10]=[C:9]2[C:5]([C:6]([C:15]([N:17]3[CH2:18][CH2:19][N:20]([C:23]4[CH:28]=[CH:27][CH:26]=[CH:25][C:24]=4[F:29])[CH2:21][CH2:22]3)=[O:16])=[CH:7][N:8]2[CH2:11][C:12]([NH:40][CH2:39][CH2:38][NH:36][CH3:35])=[O:14])=[CH:4][CH:3]=1. (3) Given the reactants I[C:2]1[CH:8]=[CH:7][C:5]([NH2:6])=[C:4]([O:9][C:10]([F:13])([F:12])[F:11])[CH:3]=1.[CH3:14][PH:15](=[O:17])[CH3:16].CC1(C)C2C(=C(P(C3C=CC=CC=3)C3C=CC=CC=3)C=CC=2)OC2C(P(C3C=CC=CC=3)C3C=CC=CC=3)=CC=CC1=2.P([O-])([O-])([O-])=O.[K+].[K+].[K+], predict the reaction product. The product is: [CH3:14][P:15]([C:2]1[CH:8]=[CH:7][C:5]([NH2:6])=[C:4]([O:9][C:10]([F:13])([F:12])[F:11])[CH:3]=1)([CH3:16])=[O:17]. (4) Given the reactants [O:1]1[C:5]2[CH:6]=[CH:7][C:8]([C:10]3(O)[C:18]4[C:13](=[N:14][CH:15]=[CH:16][CH:17]=4)[N:12]([CH2:19][CH2:20][CH2:21][CH2:22][CH3:23])[C:11]3=[O:24])=[CH:9][C:4]=2[O:3][CH2:2]1.OC1(C2C(O)=CC3OCOC=3C=2)C2C(=NC=CC=2)N(CCCCC)C1=O, predict the reaction product. The product is: [O:1]1[C:5]2[CH:6]=[CH:7][C:8]([CH:10]3[C:18]4[C:13](=[N:14][CH:15]=[CH:16][CH:17]=4)[N:12]([CH2:19][CH2:20][CH2:21][CH2:22][CH3:23])[C:11]3=[O:24])=[CH:9][C:4]=2[O:3][CH2:2]1. (5) Given the reactants [CH3:1][O:2][C@H:3]1[C:8]([CH3:10])([CH3:9])[O:7][C@@H:6]([O:11][C:12]2[C:21]([CH3:22])=[C:20]3[C:15]([CH:16]=[C:17]([NH:24]C(=O)OCC4C=CC=CC=4)[C:18](=[O:23])[O:19]3)=[CH:14][C:13]=2[O:35][CH2:36][CH2:37][CH3:38])[C@@H:5]2[O:39]C(=O)[O:41][C@H:4]12.CCN=C=NCCCN(C)C.[NH:54]1[C:62]2[C:57](=[CH:58][CH:59]=[CH:60][CH:61]=2)[CH:56]=[C:55]1[C:63]([OH:65])=O.C(=O)([O-])[O-], predict the reaction product. The product is: [OH:39][C@@H:5]1[C@H:4]([OH:41])[C@@H:3]([O:2][CH3:1])[C:8]([CH3:9])([CH3:10])[O:7][C@H:6]1[O:11][C:12]1[C:21]([CH3:22])=[C:20]2[C:15]([CH:16]=[C:17]([NH:24][C:63]([C:55]3[NH:54][C:62]4[C:57]([CH:56]=3)=[CH:58][CH:59]=[CH:60][CH:61]=4)=[O:65])[C:18](=[O:23])[O:19]2)=[CH:14][C:13]=1[O:35][CH2:36][CH2:37][CH3:38]. (6) Given the reactants I[C:2]1[CH:7]=[N:6][CH:5]=[CH:4][N:3]=1.[Li]CCCC.[CH3:13][CH:14]([CH3:18])[C:15](=[O:17])[CH3:16].[Cl-].[NH4+], predict the reaction product. The product is: [CH3:13][CH:14]([CH3:18])[C:15]([C:2]1[CH:7]=[N:6][CH:5]=[CH:4][N:3]=1)([OH:17])[CH3:16]. (7) The product is: [Cl:24][CH2:25][C:26]1[CH:31]=[CH:30][CH:29]=[CH:28][C:27]=1[C:36]1[CH:41]=[CH:40][CH:39]=[C:38]([O:42][CH2:43][CH2:44][CH:45]([CH3:52])[CH2:46][CH2:47][CH2:48][CH:49]([CH3:51])[CH3:50])[CH:37]=1. Given the reactants ClCC1C=C(OC)C(CCl)=CC=1OCCC(C)CCCC(C)C.[Cl:24][CH2:25][C:26]1[CH:31]=[C:30](OC)[C:29](CCl)=[CH:28][C:27]=1[C:36]1[CH:41]=[CH:40][CH:39]=[C:38]([O:42][CH2:43][CH2:44][CH:45]([CH3:52])[CH2:46][CH2:47][CH2:48][CH:49]([CH3:51])[CH3:50])[CH:37]=1, predict the reaction product.